This data is from NCI-60 drug combinations with 297,098 pairs across 59 cell lines. The task is: Regression. Given two drug SMILES strings and cell line genomic features, predict the synergy score measuring deviation from expected non-interaction effect. (1) Drug 1: CC1C(C(CC(O1)OC2CC(CC3=C2C(=C4C(=C3O)C(=O)C5=C(C4=O)C(=CC=C5)OC)O)(C(=O)CO)O)N)O.Cl. Drug 2: CC1C(C(CC(O1)OC2CC(CC3=C2C(=C4C(=C3O)C(=O)C5=C(C4=O)C(=CC=C5)OC)O)(C(=O)C)O)N)O.Cl. Cell line: HS 578T. Synergy scores: CSS=28.6, Synergy_ZIP=4.53, Synergy_Bliss=8.05, Synergy_Loewe=-1.20, Synergy_HSA=7.79. (2) Drug 1: CC12CCC3C(C1CCC2=O)CC(=C)C4=CC(=O)C=CC34C. Drug 2: CN1C(=O)N2C=NC(=C2N=N1)C(=O)N. Cell line: A498. Synergy scores: CSS=40.4, Synergy_ZIP=1.48, Synergy_Bliss=0.545, Synergy_Loewe=-2.13, Synergy_HSA=-1.28. (3) Drug 1: C1=NC2=C(N1)C(=S)N=C(N2)N. Drug 2: CCCCC(=O)OCC(=O)C1(CC(C2=C(C1)C(=C3C(=C2O)C(=O)C4=C(C3=O)C=CC=C4OC)O)OC5CC(C(C(O5)C)O)NC(=O)C(F)(F)F)O. Cell line: MCF7. Synergy scores: CSS=32.8, Synergy_ZIP=-0.783, Synergy_Bliss=-2.03, Synergy_Loewe=-1.07, Synergy_HSA=-0.760.